Dataset: Catalyst prediction with 721,799 reactions and 888 catalyst types from USPTO. Task: Predict which catalyst facilitates the given reaction. Reactant: [N+:1]([C:4]1[CH:53]=[CH:52][C:7]([C:8]([O:10][C@H:11]2[C:15]3[N:16]=[CH:17][N:18]=[C:19]([N:20]4[C:40]5[C:35](=[C:36]([CH2:42][NH:43][C:44]([O:46][C:47]([CH3:50])([CH3:49])[CH3:48])=[O:45])[C:37]([Cl:41])=[CH:38][CH:39]=5)[C:22]5([CH2:27][CH2:26][N:25](CC6C=CC=CC=6)[CH2:24][CH2:23]5)[CH2:21]4)[C:14]=3[C@H:13]([CH3:51])[CH2:12]2)=[O:9])=[CH:6][CH:5]=1)([O-:3])=[O:2].C(Cl)(=O)OC(Cl)C.C(Cl)Cl.[CH3:76][C:75]([O:74][C:72](O[C:72]([O:74][C:75]([CH3:78])([CH3:77])[CH3:76])=[O:73])=[O:73])([CH3:78])[CH3:77]. Product: [C:47]([O:46][C:44]([NH:43][CH2:42][C:36]1[C:37]([Cl:41])=[CH:38][CH:39]=[C:40]2[N:20]([C:19]3[C:14]4[C@H:13]([CH3:51])[CH2:12][C@@H:11]([O:10][C:8](=[O:9])[C:7]5[CH:52]=[CH:53][C:4]([N+:1]([O-:3])=[O:2])=[CH:5][CH:6]=5)[C:15]=4[N:16]=[CH:17][N:18]=3)[CH2:21][C:22]3([CH2:27][CH2:26][N:25]([C:72]([O:74][C:75]([CH3:76])([CH3:77])[CH3:78])=[O:73])[CH2:24][CH2:23]3)[C:35]=12)=[O:45])([CH3:48])([CH3:49])[CH3:50]. The catalyst class is: 68.